This data is from Forward reaction prediction with 1.9M reactions from USPTO patents (1976-2016). The task is: Predict the product of the given reaction. Given the reactants N[C:2]1[CH:3]=[C:4]([CH:7]=C[C:9]=1[N:10]1[C:14]2=[N:15][CH:16]=[CH:17][C:18]([I:19])=[C:13]2[C:12]([C:20]([F:23])([F:22])[F:21])=[N:11]1)[C:5]#[N:6].IC.[H-].[Na+].C(OCC)(=O)C.[CH3:34][N:35]([CH:37]=O)[CH3:36], predict the reaction product. The product is: [CH3:34][N:35]([CH3:36])[C:37]1[CH:7]=[C:4]([CH:3]=[CH:2][C:9]=1[N:10]1[C:14]2=[N:15][CH:16]=[CH:17][C:18]([I:19])=[C:13]2[C:12]([C:20]([F:23])([F:21])[F:22])=[N:11]1)[C:5]#[N:6].